Dataset: Full USPTO retrosynthesis dataset with 1.9M reactions from patents (1976-2016). Task: Predict the reactants needed to synthesize the given product. Given the product [Br:1][C:2]1[CH:15]=[C:14]2[C:5]([O:6][CH2:7][CH2:8][N:9]3[C:13]2=[N:12][C:11]([C:26]2[N:78]([CH:75]([CH3:77])[CH3:76])[N:79]=[C:23]([CH3:24])[N:25]=2)=[CH:10]3)=[CH:4][C:3]=1[F:17], predict the reactants needed to synthesize it. The reactants are: [Br:1][C:2]1[CH:15]=[C:14]2[C:5]([O:6][CH2:7][CH2:8][N:9]3[C:13]2=[N:12][C:11](I)=[CH:10]3)=[CH:4][C:3]=1[F:17].Cl.C(N)(=N)C.[CH2:23]([N:25](CC)[CH2:26]C)[CH3:24].N#N.C1(P(C2C=CC=CC=2)C2C3OC4C(=CC=CC=4P(C4C=CC=CC=4)C4C=CC=CC=4)C(C)(C)C=3C=CC=2)C=CC=CC=1.Cl.[CH:75]([NH:78][NH2:79])([CH3:77])[CH3:76].